From a dataset of Full USPTO retrosynthesis dataset with 1.9M reactions from patents (1976-2016). Predict the reactants needed to synthesize the given product. (1) Given the product [NH2:1][C:4]1[CH:5]=[C:6]2[C:10](=[CH:11][CH:12]=1)[NH:9][CH:8]=[C:7]2[CH:13]1[CH2:18][CH2:17][N:16]([C:19]([O:21][C:22]([CH3:25])([CH3:24])[CH3:23])=[O:20])[CH2:15][CH2:14]1, predict the reactants needed to synthesize it. The reactants are: [N+:1]([C:4]1[CH:5]=[C:6]2[C:10](=[CH:11][CH:12]=1)[NH:9][CH:8]=[C:7]2[C:13]1[CH2:18][CH2:17][N:16]([C:19]([O:21][C:22]([CH3:25])([CH3:24])[CH3:23])=[O:20])[CH2:15][CH:14]=1)([O-])=O.C(O)(=O)C. (2) Given the product [Cl-:1].[Cl-:1].[CH3:10][Si:11]1([C:15]2[CH:23]([Zr+2:9][CH:4]3[CH:8]=[CH:7][CH:6]=[CH:5]3)[C:18]3[C:17]([CH:16]=2)=[CH:22][CH:21]=[CH:20][CH:19]=3)[CH2:12][CH2:13][CH2:14]1, predict the reactants needed to synthesize it. The reactants are: [Cl-:1].[Cl-].[Cl-].[CH:4]1([Zr+3:9])[CH:8]=[CH:7][CH:6]=[CH:5]1.[CH3:10][Si:11]1([CH:15]2[C:23]3[C:18](=[CH:19][CH:20]=[CH:21][CH:22]=3)[CH:17]=[CH:16]2)[CH2:14][CH2:13][CH2:12]1.[Li]. (3) Given the product [Cl:1][C:2]1[CH:3]=[C:4]([N+:13]([O-:15])=[O:14])[C:5]([OH:12])=[C:6]([CH:11]=1)[C:7]([O:9][CH3:10])=[O:8], predict the reactants needed to synthesize it. The reactants are: [Cl:1][C:2]1[CH:3]=[CH:4][C:5]([OH:12])=[C:6]([CH:11]=1)[C:7]([O:9][CH3:10])=[O:8].[N+:13]([O-])([OH:15])=[O:14]. (4) Given the product [CH3:14][O:8][C:7](=[O:9])[C:6]1[CH:10]=[C:2]([CH3:1])[CH:3]=[CH:4][C:5]=1[N+:11]([O-:13])=[O:12], predict the reactants needed to synthesize it. The reactants are: [CH3:1][C:2]1[CH:3]=[CH:4][C:5]([N+:11]([O-:13])=[O:12])=[C:6]([CH:10]=1)[C:7]([OH:9])=[O:8].[C:14](=O)([O-])[O-].[K+].[K+].CI.Cl. (5) Given the product [CH2:47]([O:46][C@H:44]([CH3:45])[CH2:43][O:42][CH2:41][C:38]1[CH:39]=[CH:40][C:35]([C@@H:15]2[C@@H:16]([O:18][CH2:19][C:20]3[CH:21]=[CH:22][C:23]4[O:28][CH2:27][CH2:26][N:25]([CH2:29][CH2:30][CH2:31][O:32][CH3:33])[C:24]=4[CH:34]=3)[CH2:17][NH:12][CH2:13][C@H:14]2[CH2:49][O:50][C:1](=[O:3])[CH3:2])=[CH:36][CH:37]=1)[CH3:48], predict the reactants needed to synthesize it. The reactants are: [C:1](Cl)(=[O:3])[CH3:2].C(OC([N:12]1[CH2:17][C@H:16]([O:18][CH2:19][C:20]2[CH:21]=[CH:22][C:23]3[O:28][CH2:27][CH2:26][N:25]([CH2:29][CH2:30][CH2:31][O:32][CH3:33])[C:24]=3[CH:34]=2)[C@@H:15]([C:35]2[CH:40]=[CH:39][C:38]([CH2:41][O:42][CH2:43][C@H:44]([O:46][CH2:47][CH3:48])[CH3:45])=[CH:37][CH:36]=2)[C@H:14]([CH2:49][OH:50])[CH2:13]1)=O)(C)(C)C.CCN(CC)CC.